This data is from Peptide-MHC class II binding affinity with 134,281 pairs from IEDB. The task is: Regression. Given a peptide amino acid sequence and an MHC pseudo amino acid sequence, predict their binding affinity value. This is MHC class II binding data. (1) The peptide sequence is GELQIVHKIDAAFKI. The MHC is DRB3_0202 with pseudo-sequence DRB3_0202. The binding affinity (normalized) is 0.310. (2) The peptide sequence is QGQWRGAAGTAAQAA. The MHC is DRB3_0101 with pseudo-sequence DRB3_0101. The binding affinity (normalized) is 0.0930.